From a dataset of Full USPTO retrosynthesis dataset with 1.9M reactions from patents (1976-2016). Predict the reactants needed to synthesize the given product. Given the product [C:1]([O:6][CH2:13][CH:14]([CH3:15])[CH2:17][CH3:18])(=[O:5])[CH:2]([CH3:4])[CH3:3], predict the reactants needed to synthesize it. The reactants are: [C:1]([OH:6])(=[O:5])[CH:2]([CH3:4])[CH3:3].C(Cl)(=O)C(Cl)=O.[CH3:13][CH:14]([CH2:17][CH3:18])[CH2:15]O.